Predict the reactants needed to synthesize the given product. From a dataset of Full USPTO retrosynthesis dataset with 1.9M reactions from patents (1976-2016). (1) The reactants are: [B:10]1([B:10]2[O:14][C:13]([CH3:16])([CH3:15])[C:12]([CH3:18])([CH3:17])[O:11]2)[O:14][C:13]([CH3:16])([CH3:15])[C:12]([CH3:18])([CH3:17])[O:11]1.C([O-])(=O)C.[K+].Br[C:25]1[CH:26]=[C:27]([NH:34][C:35]2[N:40]=[C:39]([C:41]([F:44])([F:43])[F:42])[CH:38]=[CH:37][N:36]=2)[CH:28]=[C:29]([CH:31]([F:33])[F:32])[CH:30]=1. Given the product [F:33][CH:31]([F:32])[C:29]1[CH:28]=[C:27]([NH:34][C:35]2[N:40]=[C:39]([C:41]([F:44])([F:43])[F:42])[CH:38]=[CH:37][N:36]=2)[CH:26]=[C:25]([B:10]2[O:11][C:12]([CH3:17])([CH3:18])[C:13]([CH3:15])([CH3:16])[O:14]2)[CH:30]=1, predict the reactants needed to synthesize it. (2) Given the product [Cl:23][C:20]1[CH:21]=[CH:22][C:17]([CH2:16][C@@H:15]([NH:14][C:27]([O:29][C:30]([CH3:33])([CH3:32])[CH3:31])=[O:28])[C:24](=[O:25])[N:11]2[CH2:12][CH2:13][N:8]([CH2:7][C:2]3[CH:3]=[CH:4][CH:5]=[CH:6][N:1]=3)[CH2:9][CH2:10]2)=[CH:18][CH:19]=1, predict the reactants needed to synthesize it. The reactants are: [N:1]1[CH:6]=[CH:5][CH:4]=[CH:3][C:2]=1[CH2:7][N:8]1[CH2:13][CH2:12][NH:11][CH2:10][CH2:9]1.[NH:14]([C:27]([O:29][C:30]([CH3:33])([CH3:32])[CH3:31])=[O:28])[C@@H:15]([C:24](O)=[O:25])[CH2:16][C:17]1[CH:22]=[CH:21][C:20]([Cl:23])=[CH:19][CH:18]=1.CCN=C=NCCCN(C)C.CI.C1C=NC2N(O)N=NC=2C=1. (3) Given the product [CH3:41][O:42][C:43]1[CH:48]=[CH:47][C:46]([C:7]2[C:15]3[C:10](=[CH:11][C:12]([C:16]4[CH:21]=[CH:20][CH:19]=[C:18]([N+:22]([O-:24])=[O:23])[CH:17]=4)=[CH:13][CH:14]=3)[N:9]([C:25]3[CH:30]=[CH:29][N:28]=[C:27]([S:31][CH3:32])[N:26]=3)[CH:8]=2)=[CH:45][CH:44]=1, predict the reactants needed to synthesize it. The reactants are: CN(C=O)C.Br[C:7]1[C:15]2[C:10](=[CH:11][C:12]([C:16]3[CH:21]=[CH:20][CH:19]=[C:18]([N+:22]([O-:24])=[O:23])[CH:17]=3)=[CH:13][CH:14]=2)[N:9]([C:25]2[CH:30]=[CH:29][N:28]=[C:27]([S:31][CH3:32])[N:26]=2)[CH:8]=1.[O-]P([O-])([O-])=O.[K+].[K+].[K+].[CH3:41][O:42][C:43]1[CH:48]=[CH:47][C:46](B(O)O)=[CH:45][CH:44]=1. (4) Given the product [F:12][C:7]1[CH:6]=[C:5]([CH2:4][CH:3]=[O:2])[CH:10]=[CH:9][C:8]=1[F:11], predict the reactants needed to synthesize it. The reactants are: C[O:2][CH2:3][CH2:4][C:5]1[CH:10]=[CH:9][C:8]([F:11])=[C:7]([F:12])[CH:6]=1.Cl. (5) Given the product [CH:18]1([CH2:21][O:22][C:23]2[CH:28]=[C:27]([F:29])[CH:26]=[CH:25][C:24]=2[C:15]2[N:14]([CH3:17])[CH:13]=[N:12][C:11]=2[C:7]2[CH:6]=[C:5]([C:3]([OH:2])=[O:4])[CH:10]=[CH:9][N:8]=2)[CH2:19][CH2:20]1, predict the reactants needed to synthesize it. The reactants are: C[O:2][C:3]([C:5]1[CH:10]=[CH:9][N:8]=[C:7]([C:11]2[N:12]=[CH:13][N:14]([CH3:17])[C:15]=2Br)[CH:6]=1)=[O:4].[CH:18]1([CH2:21][O:22][C:23]2[CH:28]=[C:27]([F:29])[CH:26]=[CH:25][C:24]=2B(O)O)[CH2:20][CH2:19]1.